Dataset: Reaction yield outcomes from USPTO patents with 853,638 reactions. Task: Predict the reaction yield, written as a fraction of the theoretical maximum amount of product (1.0 means a 100% yield; for example, 0.34 means a 34% yield). (1) The reactants are [C:1]([C:4]1[C:5]([CH3:12])=[C:6]([C:10]#[N:11])[NH:7][C:8]=1[CH3:9])(=[O:3])[CH3:2].[CH3:13][N:14]([CH3:25])[CH:15](N(C)C)C(=O)C(C)(C)C. No catalyst specified. The product is [CH3:13][N:14]([CH3:25])[CH:15]=[CH:2][C:1]([C:4]1[C:5]([CH3:12])=[C:6]([C:10]#[N:11])[NH:7][C:8]=1[CH3:9])=[O:3]. The yield is 0.650. (2) The reactants are [N+:1]([C:4]1[CH:12]=[CH:11][C:10]([O:13][C:14]([F:17])([F:16])[F:15])=[CH:9][C:5]=1[C:6]([OH:8])=[O:7])([O-])=O. The catalyst is CCO.[Pd]. The product is [NH2:1][C:4]1[CH:12]=[CH:11][C:10]([O:13][C:14]([F:15])([F:16])[F:17])=[CH:9][C:5]=1[C:6]([OH:8])=[O:7]. The yield is 0.980. (3) The reactants are [N:1]1[C:10]2[CH:9]([NH:11][CH2:12][CH2:13][CH2:14][CH2:15][NH:16]C(=O)OC(C)(C)C)[CH2:8][CH2:7][CH2:6][C:5]=2[CH:4]=[CH:3][CH:2]=1.[N:24]1([C:30]2[N:35]3[CH:36]=[C:37]([CH:39]=O)[N:38]=[C:34]3[CH:33]=[CH:32][CH:31]=2)[CH2:29][CH2:28][O:27][CH2:26][CH2:25]1.C(O)(=O)C.C(O[BH-](OC(=O)C)OC(=O)C)(=O)C.[Na+]. The catalyst is ClC(Cl)C. The product is [N:24]1([C:30]2[N:35]3[CH:36]=[C:37]([CH2:39][N:11]([CH:9]4[C:10]5[N:1]=[CH:2][CH:3]=[CH:4][C:5]=5[CH2:6][CH2:7][CH2:8]4)[CH2:12][CH2:13][CH2:14][CH2:15][NH2:16])[N:38]=[C:34]3[CH:33]=[CH:32][CH:31]=2)[CH2:29][CH2:28][O:27][CH2:26][CH2:25]1. The yield is 0.100.